Dataset: Peptide-MHC class II binding affinity with 134,281 pairs from IEDB. Task: Regression. Given a peptide amino acid sequence and an MHC pseudo amino acid sequence, predict their binding affinity value. This is MHC class II binding data. (1) The peptide sequence is KDILEDERAAVDTYC. The MHC is HLA-DQA10301-DQB10301 with pseudo-sequence HLA-DQA10301-DQB10301. The binding affinity (normalized) is 0.240. (2) The peptide sequence is EKKYFAANQFEPLAA. The MHC is DRB1_1602 with pseudo-sequence DRB1_1602. The binding affinity (normalized) is 0.692. (3) The peptide sequence is DVVPEKYTIGATYAP. The MHC is HLA-DQA10102-DQB10602 with pseudo-sequence HLA-DQA10102-DQB10602. The binding affinity (normalized) is 0. (4) The peptide sequence is YDKFLANVSNVLTGK. The MHC is DRB1_1101 with pseudo-sequence DRB1_1101. The binding affinity (normalized) is 0.561. (5) The peptide sequence is VAWQVKLLPVPPTVT. The MHC is DRB5_0101 with pseudo-sequence DRB5_0101. The binding affinity (normalized) is 0.328. (6) The peptide sequence is QPGVDIIEGPVKNVA. The MHC is HLA-DQA10102-DQB10602 with pseudo-sequence HLA-DQA10102-DQB10602. The binding affinity (normalized) is 0.